From a dataset of Forward reaction prediction with 1.9M reactions from USPTO patents (1976-2016). Predict the product of the given reaction. (1) Given the reactants [C:1]([O:5][C:6]([NH:8][CH2:9][C:10]1[CH:18]=[CH:17][C:13]([C:14]([OH:16])=O)=[CH:12][C:11]=1[Cl:19])=[O:7])([CH3:4])([CH3:3])[CH3:2].CCN(C(C)C)C(C)C.[Cl:29][C:30]1[CH:31]=[CH:32][C:33]2[NH:42][CH2:41][C:40]3[CH:39]=[N:38][N:37]([CH3:43])[C:36]=3[NH:35][C:34]=2[CH:44]=1, predict the reaction product. The product is: [C:1]([O:5][C:6](=[O:7])[NH:8][CH2:9][C:10]1[CH:18]=[CH:17][C:13]([C:14]([N:42]2[CH2:41][C:40]3[CH:39]=[N:38][N:37]([CH3:43])[C:36]=3[NH:35][C:34]3[CH:44]=[C:30]([Cl:29])[CH:31]=[CH:32][C:33]2=3)=[O:16])=[CH:12][C:11]=1[Cl:19])([CH3:2])([CH3:3])[CH3:4]. (2) The product is: [CH:31]1[C:40]2[C:35](=[CH:36][CH:37]=[CH:38][CH:39]=2)[CH:34]=[CH:33][C:32]=1[C:41]([NH:1][C:2]1[CH:23]=[CH:22][C:5]([CH2:6][N:7]2[C:15]3[C:10](=[CH:11][CH:12]=[CH:13][CH:14]=3)[C:9]([CH2:16][C:17]([O:19][CH3:20])=[O:18])=[C:8]2[CH3:21])=[CH:4][CH:3]=1)=[O:42]. Given the reactants [NH2:1][C:2]1[CH:23]=[CH:22][C:5]([CH2:6][N:7]2[C:15]3[C:10](=[CH:11][CH:12]=[CH:13][CH:14]=3)[C:9]([CH2:16][C:17]([O:19][CH3:20])=[O:18])=[C:8]2[CH3:21])=[CH:4][CH:3]=1.C(N(CC)CC)C.[CH:31]1[C:40]2[C:35](=[CH:36][CH:37]=[CH:38][CH:39]=2)[CH:34]=[CH:33][C:32]=1[C:41](Cl)=[O:42].C(=O)(O)[O-].[Na+], predict the reaction product.